Dataset: Peptide-MHC class II binding affinity with 134,281 pairs from IEDB. Task: Regression. Given a peptide amino acid sequence and an MHC pseudo amino acid sequence, predict their binding affinity value. This is MHC class II binding data. (1) The peptide sequence is NSQDHGWDLNAASAY. The binding affinity (normalized) is 0.397. The MHC is HLA-DQA10101-DQB10501 with pseudo-sequence HLA-DQA10101-DQB10501. (2) The peptide sequence is VGDDSGGFSTTVSTE. The MHC is HLA-DPA10201-DPB10501 with pseudo-sequence HLA-DPA10201-DPB10501. The binding affinity (normalized) is 0.